From a dataset of Drug-target binding data from BindingDB using Ki measurements. Regression. Given a target protein amino acid sequence and a drug SMILES string, predict the binding affinity score between them. We predict pKi (pKi = -log10(Ki in M); higher means stronger inhibition). Dataset: bindingdb_ki. (1) The drug is NCCNC[C@@H](N)CCCN=C(N)N[N+](=O)[O-]. The target protein sequence is MGNLKSVGQEPGPPCGLGLGLGLGLCGKQGPASPAPEPSRAPAPATPHAPDHSPAPNSPTLTRPPEGPKFPRVKNWELGSITYDTLCAQSQQDGPCTPRCCLGSLVLPRKLQTRPSPGPPPAEQLLSQARDFINQYYSSIKRSGSQAHEERLQEVEAEVASTGTYHLRESELVFGAKQAWRNAPRCVGRIQWGKLQVFDARDCSSAQEMFTYICNHIKYATNRGNLRSAITVFPQRAPGRGDFRIWNSQLVRYAGYRQQDGSVRGDPANVEITELCIQHGWTPGNGRFDVLPLLLQAPDEAPELFVLPPELVLEVPLEHPTLEWFAALGLRWYALPAVSNMLLEIGGLEFSAAPFSGWYMSTEIGTRDLCDPHRYNILEDVAVCMDLDTRTTSSLWKDKAAVEINLAVLHSFQLAKVTIVDHHAATVSFMKHLDNEQKARGGCPADWAWIVPPISGSLTPVFHQEMVNYILSPAFRYQPDPWKGSATKGAGITRKKTFKE.... The pKi is 5.3. (2) The compound is O=C(O)c1ccc2[nH]c3c(c2c1)CSCC3. The target protein (P11064) has sequence MAEQVTKSVLFVCLGNICRSPIAEAVFRKLVTDQNISDNWVIDSGAVSDWNVGRSPDPRAVSCLRNHGINTAHKARQVTKEDFVTFDYILCMDESNLRDLNRKSNQVKNCRAKIELLGSYDPQKQLIIEDPYYGNDADFETVYQQCVRCCRAFLEKVR. The pKi is 3.6. (3) The small molecule is CN(C)CCNC(=O)c1cccc(Nc2nc3nc4c(cnn24)CCCCC(=O)Nc2cccc(c2)N3)c1. The target protein (P28523) has sequence MSKARVYADVNVLRPKEYWDYEALTVQWGEQDDYEVVRKVGRGKYSEVFEGINVNNNEKCIIKILKPVKKKKIKREIKILQNLCGGPNIVKLLDIVRDQHSKTPSLIFEYVNNTDFKVLYPTLTDYDIRYYIYELLKALDYCHSQGIMHRDVKPHNVMIDHELRKLRLIDWGLAEFYHPGKEYNVRVASRYFKGPELLVDLQDYDYSLDMWSLGCMFAGMIFRKEPFFYGHDNHDQLVKIAKVLGTDGLNVYLNKYRIELDPQLEALVGRHSRKPWLKFMNADNQHLVSPEAIDFLDKLLRYDHQERLTALEAMTHPYFQQVRAAENSRTRA. The pKi is 8.3. (4) The drug is CN1Cc2c(N)cccc2C(c2ccccc2)C1. The target is MLLARMKPQVQPELGGADQ. The pKi is 8.0.